This data is from Forward reaction prediction with 1.9M reactions from USPTO patents (1976-2016). The task is: Predict the product of the given reaction. (1) Given the reactants CC1(C)C2C3C=C(S([O-])(=O)=O)C=C(S([O-])(=O)=O)C=3C=CC=2N(CCCS([O-])(=O)=O)/C/1=C/C=C(\C1C=CC=C(CCCCC(O[N:78]2[C:82](=[O:83])[CH2:81][CH2:80][C:79]2=[O:84])=O)C=1)/C=C/C1C(C)(C)C2C3C=C(S([O-])(=O)=O)C=C(S([O-])(=O)=O)C=3C=CC=2[N+]=1CCCS([O-])(=O)=O.[Na+:86].[Na+].[Na+].[Na+].[Na+].[C:91]([CH2:94][CH2:95][C:96]1[CH:97]=[C:98](/[C:102](=[CH:136]\[CH:137]=[C:138]2\[N:139]([CH2:161][CH2:162][CH2:163][CH2:164][S:165]([O-:168])(=[O:167])=[O:166])[C:140]3[CH:141]=[CH:142][C:143]4[C:152]([S:153]([O-:156])(=[O:155])=[O:154])=[CH:151][C:150]([S:157]([O-:160])(=[O:159])=[O:158])=[CH:149][C:144]=4[C:145]=3[C:146]\2([CH3:148])[CH3:147])/[CH:103]=[CH:104]/[C:105]2[C:113]([CH3:115])([CH3:114])[C:112]3[C:111]4[CH:116]=[C:117]([S:124]([O-:127])(=[O:126])=[O:125])[CH:118]=[C:119]([S:120]([O-:123])(=[O:122])=[O:121])[C:110]=4[CH:109]=[CH:108][C:107]=3[N+:106]=2[CH2:128][CH2:129][CH2:130][CH2:131][S:132]([O-:135])(=[O:134])=[O:133])[CH:99]=[CH:100][CH:101]=1)([OH:93])=[O:92].[Na+].[Na+].[Na+].[Na+].[Na+], predict the reaction product. The product is: [CH3:114][C:113]1([CH3:115])[C:112]2[C:111]3[CH:116]=[C:117]([S:124]([O-:127])(=[O:125])=[O:126])[CH:118]=[C:119]([S:120]([O-:123])(=[O:121])=[O:122])[C:110]=3[CH:109]=[CH:108][C:107]=2[N:106]([CH2:128][CH2:129][CH2:130][CH2:131][S:132]([O-:135])(=[O:134])=[O:133])/[C:105]/1=[CH:104]/[CH:103]=[C:102](\[C:98]1[CH:99]=[CH:100][CH:101]=[C:96]([CH2:95][CH2:94][C:91]([O:93][N:78]2[C:82](=[O:83])[CH2:81][CH2:80][C:79]2=[O:84])=[O:92])[CH:97]=1)/[CH:136]=[CH:137]/[C:138]1[C:146]([CH3:148])([CH3:147])[C:145]2[C:144]3[CH:149]=[C:150]([S:157]([O-:160])(=[O:158])=[O:159])[CH:151]=[C:152]([S:153]([O-:156])(=[O:154])=[O:155])[C:143]=3[CH:142]=[CH:141][C:140]=2[N+:139]=1[CH2:161][CH2:162][CH2:163][CH2:164][S:165]([O-:168])(=[O:167])=[O:166].[Na+:86].[Na+:86].[Na+:86].[Na+:86].[Na+:86]. (2) Given the reactants [H-].[Na+].[CH2:3]([O:10][C:11]1[CH:16]=[CH:15][C:14]([CH2:17][C:18]([O:20][CH2:21][CH3:22])=[O:19])=[CH:13][CH:12]=1)[C:4]1[CH:9]=[CH:8][CH:7]=[CH:6][CH:5]=1.[CH2:23](Br)[CH:24]([CH3:26])[CH3:25], predict the reaction product. The product is: [CH2:3]([O:10][C:11]1[CH:16]=[CH:15][C:14]([CH:17]([CH2:23][CH:24]([CH3:26])[CH3:25])[C:18]([O:20][CH2:21][CH3:22])=[O:19])=[CH:13][CH:12]=1)[C:4]1[CH:5]=[CH:6][CH:7]=[CH:8][CH:9]=1. (3) Given the reactants C[O:2][C:3](=[O:26])[CH2:4][CH2:5][CH2:6][C:7]#[C:8][CH2:9][N:10]1[CH:15](/[CH:16]=[CH:17]/[C:18](=[O:24])[CH2:19][CH2:20][CH2:21][CH2:22][CH3:23])[CH2:14][CH2:13][CH2:12][C:11]1=[O:25], predict the reaction product. The product is: [O:25]=[C:11]1[CH2:12][CH2:13][CH2:14][CH:15](/[CH:16]=[CH:17]/[C:18](=[O:24])[CH2:19][CH2:20][CH2:21][CH2:22][CH3:23])[N:10]1[CH2:9][C:8]#[C:7][CH2:6][CH2:5][CH2:4][C:3]([OH:26])=[O:2]. (4) Given the reactants [F:1][C:2]1[CH:11]=[C:10]2[C:5]([CH2:6][CH2:7][CH2:8][NH:9]2)=[CH:4][CH:3]=1.C(N(CC)CC)C.[C:19](O[C:19]([O:21][C:22]([CH3:25])([CH3:24])[CH3:23])=[O:20])([O:21][C:22]([CH3:25])([CH3:24])[CH3:23])=[O:20], predict the reaction product. The product is: [F:1][C:2]1[CH:11]=[C:10]2[C:5]([CH2:6][CH2:7][CH2:8][N:9]2[C:19]([O:21][C:22]([CH3:25])([CH3:24])[CH3:23])=[O:20])=[CH:4][CH:3]=1. (5) Given the reactants Cl[C:2]1[C:21]([C:22]2[CH:23]=[N:24][CH:25]=[N:26][CH:27]=2)=[CH:20][C:5]([C:6]([NH:8][C:9]2[CH:14]=[CH:13][C:12]([O:15][C:16]([F:19])([F:18])[F:17])=[CH:11][CH:10]=2)=[O:7])=[CH:4][N:3]=1.C([O-])([O-])=O.[K+].[K+].[CH2:34]1[CH:38]2[CH2:39][NH:40][CH2:41][CH:37]2[CH2:36][N:35]1C(OC(C)(C)C)=O, predict the reaction product. The product is: [CH2:34]1[CH:38]2[CH2:39][NH:40][CH2:41][CH:37]2[CH2:36][N:35]1[C:2]1[C:21]([C:22]2[CH:27]=[N:26][CH:25]=[N:24][CH:23]=2)=[CH:20][C:5]([C:6]([NH:8][C:9]2[CH:10]=[CH:11][C:12]([O:15][C:16]([F:19])([F:18])[F:17])=[CH:13][CH:14]=2)=[O:7])=[CH:4][N:3]=1. (6) Given the reactants [C:1]([C:3]1[CH:8]=[CH:7][CH:6]=[CH:5][N:4]=1)#[N:2].Cl.[CH3:10][NH:11][OH:12].C(=O)([O-])[O-].[Na+].[Na+].[C:19]([C:26]([O:28][CH2:29]C)=[O:27])#[C:20][C:21]([O:23][CH2:24][CH3:25])=[O:22], predict the reaction product. The product is: [CH2:24]([O:23][C:21]([C:20]1([CH2:19][C:26]([O:28][CH3:29])=[O:27])[O:12][N:11]([CH3:10])[C:1]([C:3]2[CH:8]=[CH:7][CH:6]=[CH:5][N:4]=2)=[N:2]1)=[O:22])[CH3:25]. (7) Given the reactants [C:1]([C:3]1[CH:8]=[CH:7][C:6]([N+:9]([O-:11])=[O:10])=[CH:5][C:4]=1[OH:12])#[N:2].[I-].C[N+:15](C)(C)N.[O-]OOO[O-].[Na+].[Na+].Cl, predict the reaction product. The product is: [NH2:15][C:5]1[C:4]([OH:12])=[C:3]([C:1]#[N:2])[CH:8]=[CH:7][C:6]=1[N+:9]([O-:11])=[O:10]. (8) Given the reactants C(O[C:6](=O)[N:7](C)[C@H:8]1[CH2:13][CH2:12][C@H:11]([O:14][C:15]2[CH:16]=[C:17]3[C:22](=[CH:23][CH:24]=2)[C:21](=[O:25])[NH:20][CH:19]=[CH:18]3)[CH2:10][CH2:9]1)(C)(C)C, predict the reaction product. The product is: [CH3:6][NH:7][C@H:8]1[CH2:13][CH2:12][C@H:11]([O:14][C:15]2[CH:16]=[C:17]3[C:22](=[CH:23][CH:24]=2)[C:21](=[O:25])[NH:20][CH:19]=[CH:18]3)[CH2:10][CH2:9]1.